From a dataset of Reaction yield outcomes from USPTO patents with 853,638 reactions. Predict the reaction yield, written as a fraction of the theoretical maximum amount of product (1.0 means a 100% yield; for example, 0.34 means a 34% yield). (1) The reactants are [OH:1][C@H:2]([C:23]1[CH:28]=[CH:27][CH:26]=[CH:25][CH:24]=1)[CH2:3][CH2:4][N:5]1[CH2:10][CH2:9][CH:8]([C:11]2[CH:12]=[C:13]([NH:17][C:18](=[O:22])[CH:19]([CH3:21])[CH3:20])[CH:14]=[CH:15][CH:16]=2)[CH2:7][CH2:6]1.[Cl:29][C:30]1[CH:31]=[C:32](O)[CH:33]=[CH:34][C:35]=1[Cl:36].C1(P(C2C=CC=CC=2)C2C=CC=CC=2)C=CC=CC=1.N(C(OCC)=O)=NC(OCC)=O.N. The catalyst is C1COCC1.C(Cl)(Cl)Cl. The product is [Cl:29][C:30]1[CH:31]=[C:32]([CH:33]=[CH:34][C:35]=1[Cl:36])[O:1][C@@H:2]([C:23]1[CH:24]=[CH:25][CH:26]=[CH:27][CH:28]=1)[CH2:3][CH2:4][N:5]1[CH2:10][CH2:9][CH:8]([C:11]2[CH:12]=[C:13]([NH:17][C:18](=[O:22])[CH:19]([CH3:21])[CH3:20])[CH:14]=[CH:15][CH:16]=2)[CH2:7][CH2:6]1. The yield is 0.397. (2) The reactants are CN(C)[CH:3]=[O:4].P(Cl)(Cl)(Cl)=O.[CH2:11]([O:13][C:14]([C:16]1[C:20]([C:21]2[CH:26]=[CH:25][CH:24]=[CH:23][CH:22]=2)=[CH:19][NH:18][C:17]=1[CH2:27][CH2:28][NH:29][C:30]([O:32][C:33]([CH3:36])([CH3:35])[CH3:34])=[O:31])=[O:15])[CH3:12].[OH-].[Na+]. The catalyst is ClCCl.O. The product is [CH2:11]([O:13][C:14]([C:16]1[C:20]([C:21]2[CH:26]=[CH:25][CH:24]=[CH:23][CH:22]=2)=[C:19]([CH:3]=[O:4])[NH:18][C:17]=1[CH2:27][CH2:28][NH:29][C:30]([O:32][C:33]([CH3:35])([CH3:34])[CH3:36])=[O:31])=[O:15])[CH3:12]. The yield is 0.819. (3) The reactants are [CH3:1][O:2][C:3]([C:5]1[O:6][CH:7]=[CH:8][C:9]=1[NH:10]C(=O)OC(C)(C)C)=[O:4].FC(F)(F)C(O)=O. The catalyst is ClCCl. The product is [NH2:10][C:9]1[CH:8]=[CH:7][O:6][C:5]=1[C:3]([O:2][CH3:1])=[O:4]. The yield is 0.860.